Predict the reaction yield, written as a fraction of the theoretical maximum amount of product (1.0 means a 100% yield; for example, 0.34 means a 34% yield). From a dataset of Reaction yield outcomes from USPTO patents with 853,638 reactions. (1) The reactants are C([O-])([O-])=[O:2].[K+].[K+].[C:7]([C:9]1[C:10]([NH:15][C:16](=O)[CH2:17][CH2:18][CH2:19][CH2:20][C:21]2[CH:26]=[CH:25][CH:24]=[CH:23][CH:22]=2)=[N:11][CH:12]=[N:13][CH:14]=1)#[N:8].OO. The catalyst is CO.CS(C)=O.C(OCC)(=O)C. The product is [C:21]1([CH2:20][CH2:19][CH2:18][CH2:17][C:16]2[NH:8][C:7](=[O:2])[C:9]3[C:10]([N:15]=2)=[N:11][CH:12]=[N:13][CH:14]=3)[CH:26]=[CH:25][CH:24]=[CH:23][CH:22]=1. The yield is 0.0180. (2) The reactants are CS[C:3]([N:6]1[CH2:11][CH2:10][O:9][CH2:8][CH:7]1[C:12]1[O:16][N:15]=[C:14]([C:17]2[CH:22]=[CH:21][CH:20]=[C:19]([Cl:23])[CH:18]=2)[N:13]=1)=[N:4][CH3:5].[F:24][CH:25]([F:37])[O:26][C:27]1[CH:36]=[CH:35][C:30]([C:31]([NH:33][NH2:34])=O)=[CH:29][CH:28]=1. The catalyst is N1C=CC=CC=1.C(O)C.C(OCC)(=O)C. The product is [Cl:23][C:19]1[CH:18]=[C:17]([C:14]2[N:13]=[C:12]([CH:7]3[CH2:8][O:9][CH2:10][CH2:11][N:6]3[C:3]3[N:4]([CH3:5])[C:31]([C:30]4[CH:35]=[CH:36][C:27]([O:26][CH:25]([F:37])[F:24])=[CH:28][CH:29]=4)=[N:33][N:34]=3)[O:16][N:15]=2)[CH:22]=[CH:21][CH:20]=1. The yield is 0.730. (3) The reactants are [OH:1][CH2:2][C@H:3]1[NH:7][C:6](=[O:8])[CH2:5][CH2:4]1.C(N(CC)CC)C.[CH3:16][S:17](Cl)(=[O:19])=[O:18]. The catalyst is C(O)C.ClCCl. The product is [O:8]=[C:6]1[NH:7][C@H:3]([CH2:2][O:1][S:17]([CH3:16])(=[O:19])=[O:18])[CH2:4][CH2:5]1. The yield is 0.650. (4) The product is [N:12]1([C:17]2[CH:24]=[CH:23][C:20](/[CH:21]=[CH:10]/[C:9]([C:4]3[CH:3]=[C:2]([Cl:1])[CH:7]=[C:6]([Cl:8])[CH:5]=3)=[O:11])=[CH:19][CH:18]=2)[CH:16]=[N:15][CH:14]=[N:13]1. The reactants are [Cl:1][C:2]1[CH:3]=[C:4]([C:9](=[O:11])[CH3:10])[CH:5]=[C:6]([Cl:8])[CH:7]=1.[N:12]1([C:17]2[CH:24]=[CH:23][C:20]([CH:21]=O)=[CH:19][CH:18]=2)[CH:16]=[N:15][CH:14]=[N:13]1.[OH-].[Na+]. The catalyst is C(O)C.O. The yield is 0.170. (5) The reactants are Br[C:2]1[C:3]([CH2:11][CH3:12])=[N:4][C:5]([N+:8]([O-:10])=[O:9])=[CH:6][CH:7]=1.[Cl:13][C:14]1[CH:19]=[C:18]([OH:20])[CH:17]=[CH:16][N:15]=1.C([O-])([O-])=O.[K+].[K+]. The catalyst is CC(N(C)C)=O. The product is [Cl:13][C:14]1[CH:19]=[C:18]([O:20][C:2]2[C:3]([CH2:11][CH3:12])=[N:4][C:5]([N+:8]([O-:10])=[O:9])=[CH:6][CH:7]=2)[CH:17]=[CH:16][N:15]=1. The yield is 0.280. (6) The reactants are FC(F)(F)C(O)=O.[CH:8]1([CH2:11][CH2:12][NH:13][C:14]2[N:22]=[C:21]3[C:17]([N:18]=[C:19]([O:23][CH3:24])[NH:20]3)=[C:16]([NH2:25])[N:15]=2)[CH2:10][CH2:9]1.C(=O)([O-])[O-].[K+].[K+].CS(O[CH2:37][CH:38]1[CH2:43][CH2:42][CH2:41][O:40][CH2:39]1)(=O)=O. The catalyst is CN(C)C=O.C(OCC)(=O)C. The product is [CH:8]1([CH2:11][CH2:12][NH:13][C:14]2[N:22]=[C:21]3[C:17]([N:18]=[C:19]([O:23][CH3:24])[N:20]3[CH2:37][CH:38]3[CH2:43][CH2:42][CH2:41][O:40][CH2:39]3)=[C:16]([NH2:25])[N:15]=2)[CH2:10][CH2:9]1. The yield is 0.880. (7) The yield is 0.520. The reactants are Cl.[NH2:2][OH:3].[OH-:4].[Na+].CO[C:8]1[CH:9]=[C:10]([CH:13]=[CH:14][CH:15]=1)[C:11]#[N:12].[CH2:16](O)C. The product is [OH:3][NH:2][C:11](=[NH:12])[C:10]1[CH:13]=[CH:14][CH:15]=[C:8]([O:4][CH3:16])[CH:9]=1. No catalyst specified. (8) The reactants are [F:1][C:2]1[CH:3]=[CH:4][C:5]([O:12][C:13]2[CH:18]=[CH:17][CH:16]=[CH:15][C:14]=2[N+:19]([O-])=O)=[C:6]([CH:11]=1)[C:7]([O:9][CH3:10])=[O:8]. The catalyst is C(O)C.C(O)(=O)C.C1COCC1.[Pd]. The product is [NH2:19][C:14]1[CH:15]=[CH:16][CH:17]=[CH:18][C:13]=1[O:12][C:5]1[CH:4]=[CH:3][C:2]([F:1])=[CH:11][C:6]=1[C:7]([O:9][CH3:10])=[O:8]. The yield is 0.950.